From a dataset of Reaction yield outcomes from USPTO patents with 853,638 reactions. Predict the reaction yield, written as a fraction of the theoretical maximum amount of product (1.0 means a 100% yield; for example, 0.34 means a 34% yield). (1) The reactants are [NH2:1][C:2]1[C:7]([OH:8])=[CH:6][CH:5]=[CH:4][N:3]=1.[OH-].[Na+].CS(C)=O.Br[CH2:16][C:17]([O:19][C:20]([CH3:23])([CH3:22])[CH3:21])=[O:18]. The catalyst is CO.O. The product is [NH2:1][C:2]1[C:7]([O:8][CH2:16][C:17]([O:19][C:20]([CH3:23])([CH3:22])[CH3:21])=[O:18])=[CH:6][CH:5]=[CH:4][N:3]=1. The yield is 0.550. (2) The reactants are [Li]CCCC.N(C(C)C)C(C)C.[CH:13]1([C:16]([O:18][C:19]([CH3:22])([CH3:21])[CH3:20])=[O:17])[CH2:15][CH2:14]1.Br[CH2:24][CH2:25][CH2:26][CH2:27][CH2:28][Cl:29].Cl. The catalyst is C1COCC1.[Cl-].[Na+].O.O. The product is [Cl:29][CH2:28][CH2:27][CH2:26][CH2:25][CH2:24][C:13]1([C:16]([O:18][C:19]([CH3:22])([CH3:21])[CH3:20])=[O:17])[CH2:15][CH2:14]1. The yield is 0.730. (3) The reactants are Cl[C:2]1[CH:7]=[C:6]2[CH2:8][O:9][C:10]3[CH:34]=[C:33]4[C:13]([CH:14]=[CH:15][C:16]5[N:20]=[C:19]([CH:21]6[CH2:25][CH2:24][CH2:23][N:22]6[C:26]([O:28][C:29]([CH3:32])([CH3:31])[CH3:30])=[O:27])[NH:18][C:17]=54)=[CH:12][C:11]=3[C:5]2=[CH:4][CH:3]=1.[B:35]1([B:35]2[O:39][C:38]([CH3:41])([CH3:40])[C:37]([CH3:43])([CH3:42])[O:36]2)[O:39][C:38]([CH3:41])([CH3:40])[C:37]([CH3:43])([CH3:42])[O:36]1.C([O-])(=O)C.[K+]. The catalyst is O1CCOCC1.C(OCC)(=O)C.C1(P(C2CCCCC2)C2C=CC=CC=2C2C(C(C)C)=CC(C(C)C)=CC=2C(C)C)CCCCC1. The product is [CH3:42][C:37]1([CH3:43])[C:38]([CH3:41])([CH3:40])[O:39][B:35]([C:2]2[CH:7]=[C:6]3[CH2:8][O:9][C:10]4[CH:34]=[C:33]5[C:13]([CH:14]=[CH:15][C:16]6[N:20]=[C:19]([CH:21]7[CH2:25][CH2:24][CH2:23][N:22]7[C:26]([O:28][C:29]([CH3:32])([CH3:31])[CH3:30])=[O:27])[NH:18][C:17]=65)=[CH:12][C:11]=4[C:5]3=[CH:4][CH:3]=2)[O:36]1. The yield is 0.940.